Dataset: Forward reaction prediction with 1.9M reactions from USPTO patents (1976-2016). Task: Predict the product of the given reaction. (1) Given the reactants C1CN([P+](ON2N=NC3C=CC=CC2=3)(N2CCCC2)N2CCCC2)CC1.F[P-](F)(F)(F)(F)F.CCN(C(C)C)C(C)C.[CH3:43][C:44]1([CH2:47][CH2:48][C:49]([OH:51])=O)[N:46]=[N:45]1.[CH2:52]([NH:55][CH2:56][C:57]([O:59][CH2:60][CH3:61])=[O:58])[C:53]#[CH:54], predict the reaction product. The product is: [CH3:43][C:44]1([CH2:47][CH2:48][C:49]([N:55]([CH2:56][C:57]([O:59][CH2:60][CH3:61])=[O:58])[CH2:52][C:53]#[CH:54])=[O:51])[N:45]=[N:46]1. (2) Given the reactants Cl.Cl[CH2:3][C:4]1[CH:9]=[CH:8][CH:7]=[CH:6][N:5]=1.[OH:10][C:11]1[CH:12]=[C:13]2[C:17](=[CH:18][CH:19]=1)[NH:16][C:15]([C:20]([O:22][CH3:23])=[O:21])=[CH:14]2, predict the reaction product. The product is: [N:5]1[CH:6]=[CH:7][CH:8]=[CH:9][C:4]=1[CH2:3][O:10][C:11]1[CH:12]=[C:13]2[C:17](=[CH:18][CH:19]=1)[NH:16][C:15]([C:20]([O:22][CH3:23])=[O:21])=[CH:14]2. (3) Given the reactants [CH3:1][CH:2]([CH2:6][CH:7]=[CH2:8])[C:3](=[O:5])[CH3:4].Br[CH2:10][C:11]([O:13][CH3:14])=[O:12].OCC(CO)O.[Cl-].N, predict the reaction product. The product is: [CH3:4][C:3]([OH:5])([CH:2]([CH3:1])[CH2:6][CH:7]=[CH2:8])[CH2:10][C:11]([O:13][CH3:14])=[O:12]. (4) Given the reactants Br[C:2]1[CH:15]=[CH:14][C:5]([CH2:6][CH2:7][N:8]2[CH2:12][CH2:11][CH2:10][C@H:9]2[CH3:13])=[CH:4][CH:3]=1.[OH:16][CH2:17][C:18]([N:20]1[CH2:29][CH2:28][C:27]2[C:22](=[CH:23][CH:24]=[C:25](B3OC(C)(C)C(C)(C)O3)[CH:26]=2)[CH2:21]1)=[O:19].C([O-])(O)=O.[Na+].[ClH:44].C(O)C, predict the reaction product. The product is: [ClH:44].[OH:16][CH2:17][C:18]([N:20]1[CH2:29][CH2:28][C:27]2[C:22](=[CH:23][CH:24]=[C:25]([C:2]3[CH:15]=[CH:14][C:5]([CH2:6][CH2:7][N:8]4[CH2:12][CH2:11][CH2:10][C@H:9]4[CH3:13])=[CH:4][CH:3]=3)[CH:26]=2)[CH2:21]1)=[O:19]. (5) Given the reactants [Cl:1][C:2]1[CH:7]=[CH:6][N:5]=[C:4]([C:8]2(O)[CH2:13][CH2:12][N:11]([C:14]([O:16][C:17]([CH3:20])([CH3:19])[CH3:18])=[O:15])[CH2:10][CH2:9]2)[CH:3]=1.COCCN(S(F)(F)[F:32])CCOC, predict the reaction product. The product is: [Cl:1][C:2]1[CH:7]=[CH:6][N:5]=[C:4]([C:8]2([F:32])[CH2:13][CH2:12][N:11]([C:14]([O:16][C:17]([CH3:20])([CH3:19])[CH3:18])=[O:15])[CH2:10][CH2:9]2)[CH:3]=1.